This data is from Full USPTO retrosynthesis dataset with 1.9M reactions from patents (1976-2016). The task is: Predict the reactants needed to synthesize the given product. Given the product [C:1](/[C:3](=[CH:14]\[C:15]1[C:19]([O:22][CH3:23])=[CH:20][CH:18]=[CH:17][C:16]=1[O:11][CH3:9])/[C:4]([O:6][CH2:7][CH3:8])=[O:5])#[N:2], predict the reactants needed to synthesize it. The reactants are: [C:1]([CH2:3][C:4]([O:6][CH2:7][CH3:8])=[O:5])#[N:2].[C:9]([O-])(=[O:11])C.[NH2+]1[CH2:18][CH2:17][CH2:16][CH2:15][CH2:14]1.[C:19]([O:22][CH:23](C)C)(=O)[CH3:20].